From a dataset of Reaction yield outcomes from USPTO patents with 853,638 reactions. Predict the reaction yield, written as a fraction of the theoretical maximum amount of product (1.0 means a 100% yield; for example, 0.34 means a 34% yield). (1) The reactants are [Cl:1][C:2]1[C:7]([Cl:8])=[CH:6][C:5]([NH:9][CH2:10][C:11]([OH:13])=O)=[C:4]([O:14][CH3:15])[CH:3]=1.CCN=C=NCCCN(C)C.C1C=CC2N(O)N=NC=2C=1.CCN(CC)CC.[NH:44]1[CH2:49][CH2:48][NH:47][CH2:46][CH:45]1[C:50]#[N:51]. The catalyst is C(Cl)Cl. The product is [Cl:1][C:2]1[C:7]([Cl:8])=[CH:6][C:5]([NH:9][CH2:10][C:11]([N:47]2[CH2:48][CH2:49][NH:44][CH:45]([C:50]#[N:51])[CH2:46]2)=[O:13])=[C:4]([O:14][CH3:15])[CH:3]=1. The yield is 0.300. (2) The product is [Br:1][C:2]1[CH:7]=[CH:6][C:5]([C:11]2[C:10]([F:9])=[CH:15][CH:14]=[CH:13][C:12]=2[F:16])=[CH:4][CH:3]=1. The catalyst is COCCOC.Cl[Pd]Cl.C1(P(C2C=CC=CC=2)[C-]2C=CC=C2)C=CC=CC=1.[C-]1(P(C2C=CC=CC=2)C2C=CC=CC=2)C=CC=C1.[Fe+2].O. The reactants are [Br:1][C:2]1[CH:7]=[CH:6][C:5](I)=[CH:4][CH:3]=1.[F:9][C:10]1[CH:15]=[CH:14][CH:13]=[C:12]([F:16])[C:11]=1[B-](F)(F)F.[K+].P([O-])([O-])([O-])=O.[K+].[K+].[K+].C(O)C. The yield is 0.252.